Dataset: Full USPTO retrosynthesis dataset with 1.9M reactions from patents (1976-2016). Task: Predict the reactants needed to synthesize the given product. (1) Given the product [C:12]([C:13]1[S:8][C:1]([C:2]2[CH:3]=[N:4][CH:5]=[CH:6][CH:7]=2)=[N:9][C:14]=1[CH3:15])(=[O:17])[CH3:11], predict the reactants needed to synthesize it. The reactants are: [C:1]([NH2:9])(=[S:8])[C:2]1[CH:7]=[CH:6][CH:5]=[N:4][CH:3]=1.N1[CH:15]=[CH:14][CH:13]=[CH:12][CH:11]=1.C[OH:17]. (2) Given the product [Br:1][C:2]1[CH:7]=[CH:6][C:5]([F:8])=[CH:4][C:3]=1[O:9][CH3:10], predict the reactants needed to synthesize it. The reactants are: [Br:1][C:2]1[CH:7]=[CH:6][C:5]([F:8])=[CH:4][C:3]=1[OH:9].[C:10](=O)([O-])[O-].[K+].[K+].S(OC)(OC)(=O)=O. (3) Given the product [CH3:7][C:5]([NH:8][C:9](=[O:15])[O:10][C:11]([CH3:12])([CH3:13])[CH3:14])([C:4](=[O:16])[CH3:18])[CH3:6], predict the reactants needed to synthesize it. The reactants are: CON(C)[C:4](=[O:16])[C:5]([NH:8][C:9](=[O:15])[O:10][C:11]([CH3:14])([CH3:13])[CH3:12])([CH3:7])[CH3:6].[CH3:18][Li].[NH4+].[Cl-]. (4) The reactants are: [CH2:1]([O:8][C@@H:9]1[C@@H:21]([O:22][CH2:23][C:24]2[CH:29]=[CH:28][CH:27]=[CH:26][CH:25]=2)[C@@H:20]([O:30][CH2:31][C:32]2[CH:37]=[CH:36][CH:35]=[CH:34][CH:33]=2)[C@@H:19]([CH2:38][O:39][CH2:40][C:41]2[CH:46]=[CH:45][CH:44]=[CH:43][CH:42]=2)[O:18][C@H:10]1SC1C=CC=CC=1)[C:2]1[CH:7]=[CH:6][CH:5]=[CH:4][CH:3]=1.C(N(S(F)(F)[F:53])CC)C.BrN1C(=O)CCC1=O.C([O-])(O)=O.[Na+]. Given the product [CH2:1]([O:8][C@@H:9]1[C@@H:21]([O:22][CH2:23][C:24]2[CH:29]=[CH:28][CH:27]=[CH:26][CH:25]=2)[C@@H:20]([O:30][CH2:31][C:32]2[CH:37]=[CH:36][CH:35]=[CH:34][CH:33]=2)[C@@H:19]([CH2:38][O:39][CH2:40][C:41]2[CH:46]=[CH:45][CH:44]=[CH:43][CH:42]=2)[O:18][C@@H:10]1[F:53])[C:2]1[CH:7]=[CH:6][CH:5]=[CH:4][CH:3]=1, predict the reactants needed to synthesize it. (5) Given the product [CH2:1]([O:3][CH2:4][C:5]1[N:6]([NH:18][CH:19]([CH3:20])[CH3:23])[C:7]2[C:16]3[CH:15]=[CH:14][CH:13]=[CH:12][C:11]=3[N:10]=[CH:9][C:8]=2[N:17]=1)[CH3:2], predict the reactants needed to synthesize it. The reactants are: [CH2:1]([O:3][CH2:4][C:5]1[N:6]([NH2:18])[C:7]2[C:16]3[CH:15]=[CH:14][CH:13]=[CH:12][C:11]=3[N:10]=[CH:9][C:8]=2[N:17]=1)[CH3:2].[C:19](O)(=O)[CH3:20].[C:23](O[BH-](OC(=O)C)OC(=O)C)(=O)C.[Na+].[BH4-].[Na+].